Dataset: NCI-60 drug combinations with 297,098 pairs across 59 cell lines. Task: Regression. Given two drug SMILES strings and cell line genomic features, predict the synergy score measuring deviation from expected non-interaction effect. (1) Cell line: SR. Drug 2: CNC(=O)C1=NC=CC(=C1)OC2=CC=C(C=C2)NC(=O)NC3=CC(=C(C=C3)Cl)C(F)(F)F. Drug 1: CC1C(C(CC(O1)OC2CC(CC3=C2C(=C4C(=C3O)C(=O)C5=C(C4=O)C(=CC=C5)OC)O)(C(=O)C)O)N)O.Cl. Synergy scores: CSS=90.6, Synergy_ZIP=12.7, Synergy_Bliss=12.9, Synergy_Loewe=12.3, Synergy_HSA=14.9. (2) Synergy scores: CSS=4.66, Synergy_ZIP=-3.18, Synergy_Bliss=-2.43, Synergy_Loewe=-0.126, Synergy_HSA=-0.0852. Drug 1: CC1=CC2C(CCC3(C2CCC3(C(=O)C)OC(=O)C)C)C4(C1=CC(=O)CC4)C. Cell line: A498. Drug 2: CCCCC(=O)OCC(=O)C1(CC(C2=C(C1)C(=C3C(=C2O)C(=O)C4=C(C3=O)C=CC=C4OC)O)OC5CC(C(C(O5)C)O)NC(=O)C(F)(F)F)O. (3) Drug 1: CS(=O)(=O)C1=CC(=C(C=C1)C(=O)NC2=CC(=C(C=C2)Cl)C3=CC=CC=N3)Cl. Drug 2: C1=CC(=CC=C1CCCC(=O)O)N(CCCl)CCCl. Cell line: SNB-19. Synergy scores: CSS=25.2, Synergy_ZIP=3.87, Synergy_Bliss=4.17, Synergy_Loewe=-1.92, Synergy_HSA=3.58.